From a dataset of Reaction yield outcomes from USPTO patents with 853,638 reactions. Predict the reaction yield, written as a fraction of the theoretical maximum amount of product (1.0 means a 100% yield; for example, 0.34 means a 34% yield). (1) The reactants are [I:1][C:2]1[CH:3]=[C:4]([OH:8])[CH:5]=[CH:6][CH:7]=1.C(=O)([O-])[O-].[K+].[K+].Br[CH2:16][CH2:17][O:18][CH3:19]. The catalyst is CN(C)C=O. The product is [I:1][C:2]1[CH:7]=[CH:6][CH:5]=[C:4]([O:8][CH2:16][CH2:17][O:18][CH3:19])[CH:3]=1. The yield is 0.520. (2) The reactants are N1C=CC=CC=1S[C:8](=[O:25])[CH2:9][CH2:10][C:11]1[CH:16]=[CH:15][C:14]([O:17][CH2:18][C:19]2[CH:24]=[CH:23][CH:22]=[CH:21][CH:20]=2)=[CH:13][CH:12]=1.[CH:26]1([Mg]Br)[CH2:30][CH2:29][CH2:28][CH2:27]1.CCOCC. The catalyst is C1COCC1. The product is [CH2:18]([O:17][C:14]1[CH:13]=[CH:12][C:11]([CH2:10][CH2:9][C:8]([CH:26]2[CH2:30][CH2:29][CH2:28][CH2:27]2)=[O:25])=[CH:16][CH:15]=1)[C:19]1[CH:20]=[CH:21][CH:22]=[CH:23][CH:24]=1. The yield is 0.840. (3) The product is [CH3:1][NH:2][C:3]1[N:8]=[C:7]([C:9]2[CH:10]=[CH:11][CH:12]=[CH:13][CH:14]=2)[N:6]=[C:5]([NH:15][C@H:16]2[CH2:17][CH2:18][C@H:19]([C:22]([NH:34][CH2:33][C:28]3[CH:29]=[CH:30][CH:31]=[CH:32][C:27]=3[C:26]([F:25])([F:35])[F:36])=[O:24])[CH2:20][CH2:21]2)[N:4]=1. The yield is 0.340. No catalyst specified. The reactants are [CH3:1][NH:2][C:3]1[N:8]=[C:7]([C:9]2[CH:14]=[CH:13][CH:12]=[CH:11][CH:10]=2)[N:6]=[C:5]([NH:15][C@H:16]2[CH2:21][CH2:20][C@H:19]([C:22]([OH:24])=O)[CH2:18][CH2:17]2)[N:4]=1.[F:25][C:26]([F:36])([F:35])[C:27]1[CH:32]=[CH:31][CH:30]=[CH:29][C:28]=1[CH2:33][NH2:34].CCN=C=NCCCN(C)C.Cl.C1C=CC2N(O)N=NC=2C=1.CN1CCOCC1.